Dataset: Full USPTO retrosynthesis dataset with 1.9M reactions from patents (1976-2016). Task: Predict the reactants needed to synthesize the given product. (1) Given the product [Br:9][CH:7]([CH3:8])[C:2](=[O:1])[C:3]([O:5][CH3:6])=[O:4], predict the reactants needed to synthesize it. The reactants are: [O:1]=[C:2]([CH2:7][CH3:8])[C:3]([O:5][CH3:6])=[O:4].[BrH:9].BrBr. (2) Given the product [F:31][C:32]1[CH:39]=[CH:38][C:35]([CH2:36][N:10]2[C:9](=[O:24])[C:8]([C:5]3[CH:6]=[CH:7][C:2]([F:1])=[CH:3][CH:4]=3)=[C:13]([C:14]3[CH:19]=[CH:18][C:17]([S:20]([CH3:23])(=[O:22])=[O:21])=[CH:16][CH:15]=3)[CH:12]=[N:11]2)=[CH:34][CH:33]=1, predict the reactants needed to synthesize it. The reactants are: [F:1][C:2]1[CH:7]=[CH:6][C:5]([C:8]2[C:9](=[O:24])[NH:10][N:11]=[CH:12][C:13]=2[C:14]2[CH:19]=[CH:18][C:17]([S:20]([CH3:23])(=[O:22])=[O:21])=[CH:16][CH:15]=2)=[CH:4][CH:3]=1.C([O-])([O-])=O.[K+].[K+].[F:31][C:32]1[CH:39]=[CH:38][C:35]([CH2:36]Br)=[CH:34][CH:33]=1.[Na+].[I-]. (3) Given the product [CH3:1][N:2]1[C:6]2[CH:7]=[CH:8][C:9]([N:11]3[CH:16]=[C:15]([C:17]([NH2:43])=[O:18])[C:14](=[O:20])[N:13]([C@H:21]4[C:29]5[C:24](=[C:25]([C:30]([F:33])([F:31])[F:32])[CH:26]=[CH:27][CH:28]=5)[CH2:23][CH2:22]4)[C:12]3=[O:34])=[CH:10][C:5]=2[N:4]([CH3:35])[C:3]1=[O:36], predict the reactants needed to synthesize it. The reactants are: [CH3:1][N:2]1[C:6]2[CH:7]=[CH:8][C:9]([N:11]3[CH:16]=[C:15]([C:17](O)=[O:18])[C:14](=[O:20])[N:13]([C@H:21]4[C:29]5[C:24](=[C:25]([C:30]([F:33])([F:32])[F:31])[CH:26]=[CH:27][CH:28]=5)[CH2:23][CH2:22]4)[C:12]3=[O:34])=[CH:10][C:5]=2[N:4]([CH3:35])[C:3]1=[O:36].C1C=CC2N(O)N=[N:43]C=2C=1.C(Cl)CCl.N. (4) Given the product [Cl:20][C:16]1[N:15]=[CH:14][N:13]=[C:12]2[N:8]([C:3]3[CH:4]=[CH:5][CH:6]=[CH:7][C:2]=3[Cl:1])[N:9]=[CH:10][C:11]=12, predict the reactants needed to synthesize it. The reactants are: [Cl:1][C:2]1[CH:7]=[CH:6][CH:5]=[CH:4][C:3]=1[N:8]1[C:12]2[N:13]=[CH:14][NH:15][C:16](=O)[C:11]=2[CH:10]=[N:9]1.O=P(Cl)(Cl)[Cl:20]. (5) Given the product [CH3:11][C:10]1[O:9][N:8]=[C:7]([C:12]2[CH:17]=[CH:16][CH:15]=[CH:14][N:13]=2)[C:6]=1[CH2:4][OH:3], predict the reactants needed to synthesize it. The reactants are: C([O:3][C:4]([C:6]1[C:7]([C:12]2[CH:17]=[CH:16][CH:15]=[CH:14][N:13]=2)=[N:8][O:9][C:10]=1[CH3:11])=O)C.C(OC(C1C(C2C=CN=CC=2)=NOC=1C)=O)C.